This data is from NCI-60 drug combinations with 297,098 pairs across 59 cell lines. The task is: Regression. Given two drug SMILES strings and cell line genomic features, predict the synergy score measuring deviation from expected non-interaction effect. Drug 1: CCCCCOC(=O)NC1=NC(=O)N(C=C1F)C2C(C(C(O2)C)O)O. Drug 2: CN(CCCl)CCCl.Cl. Cell line: SK-MEL-5. Synergy scores: CSS=10.7, Synergy_ZIP=-2.90, Synergy_Bliss=5.26, Synergy_Loewe=-18.5, Synergy_HSA=0.937.